Dataset: Forward reaction prediction with 1.9M reactions from USPTO patents (1976-2016). Task: Predict the product of the given reaction. (1) Given the reactants C([O:3][C:4]([C:6]1[C:11]([F:12])=[CH:10][C:9]([Cl:13])=[CH:8][N:7]=1)=[O:5])C.[OH-].[Na+].Cl, predict the reaction product. The product is: [F:12][C:11]1[C:6]([C:4]([OH:5])=[O:3])=[N:7][CH:8]=[C:9]([Cl:13])[CH:10]=1. (2) Given the reactants [NH:1]1[C:9]2[C:4](=[CH:5][CH:6]=[CH:7][CH:8]=2)[C:3]([C:10]2[N:15]=[C:14]([NH:16][C:17]3[CH:22]=[CH:21][N:20]=[CH:19][CH:18]=3)[C:13]([O:23][CH3:24])=[CH:12][N:11]=2)=[N:2]1.Br[CH2:26][C:27]1[N:31]([CH3:32])[N:30]=[CH:29][C:28]=1[Cl:33].N12CCCN=C1CCCCC2.O.C(OCC)(=O)C, predict the reaction product. The product is: [Cl:33][C:28]1[CH:29]=[N:30][N:31]([CH3:32])[C:27]=1[CH2:26][N:1]1[C:9]2[C:4](=[CH:5][CH:6]=[CH:7][CH:8]=2)[C:3]([C:10]2[N:15]=[C:14]([NH:16][C:17]3[CH:22]=[CH:21][N:20]=[CH:19][CH:18]=3)[C:13]([O:23][CH3:24])=[CH:12][N:11]=2)=[N:2]1. (3) Given the reactants [OH:1][C:2]1[CH:15]=[C:14]2[C:5]([C:6]3([CH3:17])[C:11]([CH2:12][CH2:13]2)=[CH:10][C:9](=[O:16])[CH2:8][CH2:7]3)=[CH:4][CH:3]=1, predict the reaction product. The product is: [OH:1][C:2]1[CH:15]=[C:14]2[C:5]([C@@:6]3([CH3:17])[C@@H:11]([CH2:12][CH2:13]2)[CH2:10][C:9](=[O:16])[CH2:8][CH2:7]3)=[CH:4][CH:3]=1. (4) Given the reactants [CH3:1][C:2]1[N:7]=[C:6]([SH:8])[N:5]=[C:4]([OH:9])[CH:3]=1.C(N(CC)CC)C.Br[CH2:18][C:19]1[CH:24]=[CH:23][N:22]=[CH:21][C:20]=1[F:25], predict the reaction product. The product is: [F:25][C:20]1[CH:21]=[N:22][CH:23]=[CH:24][C:19]=1[CH2:18][S:8][C:6]1[N:5]=[C:4]([OH:9])[CH:3]=[C:2]([CH3:1])[N:7]=1. (5) Given the reactants [Cl:1][C:2]1[C:3]([O:12][CH2:13][C:14]([F:17])([F:16])[F:15])=[N:4][CH:5]=[C:6]([CH:11]=1)[C:7](OC)=[O:8].[H-], predict the reaction product. The product is: [Cl:1][C:2]1[CH:11]=[C:6]([CH2:7][OH:8])[CH:5]=[N:4][C:3]=1[O:12][CH2:13][C:14]([F:15])([F:16])[F:17]. (6) Given the reactants [CH:1]1([N:5]2[CH2:11][CH2:10][C:9]3[CH:12]=[CH:13][C:14]([CH:16]4[CH2:21][CH2:20][N:19]([C:22]5[N:23]=[CH:24][C:25]([C:28]([OH:30])=O)=[N:26][CH:27]=5)[CH2:18][CH2:17]4)=[CH:15][C:8]=3[CH2:7][CH2:6]2)[CH2:4][CH2:3][CH2:2]1.C(Cl)(=O)C([Cl:34])=O, predict the reaction product. The product is: [CH:1]1([N:5]2[CH2:11][CH2:10][C:9]3[CH:12]=[CH:13][C:14]([CH:16]4[CH2:21][CH2:20][N:19]([C:22]5[N:23]=[CH:24][C:25]([C:28]([Cl:34])=[O:30])=[N:26][CH:27]=5)[CH2:18][CH2:17]4)=[CH:15][C:8]=3[CH2:7][CH2:6]2)[CH2:4][CH2:3][CH2:2]1.